Task: Predict which catalyst facilitates the given reaction.. Dataset: Catalyst prediction with 721,799 reactions and 888 catalyst types from USPTO Reactant: [CH2:1]([C:5]([C:21]1[CH:26]=[CH:25][C:24]([O:27][CH2:28][CH2:29][CH2:30][C:31]([O:33]CC)=[O:32])=[CH:23][CH:22]=1)=[C:6]([C:14]1[CH:19]=[CH:18][C:17]([OH:20])=[CH:16][CH:15]=1)[C:7]1[CH:12]=[CH:11][C:10]([OH:13])=[CH:9][CH:8]=1)[CH2:2][CH2:3][CH3:4].[OH-].[Na+]. Product: [CH2:1]([C:5]([C:21]1[CH:22]=[CH:23][C:24]([O:27][CH2:28][CH2:29][CH2:30][C:31]([OH:33])=[O:32])=[CH:25][CH:26]=1)=[C:6]([C:14]1[CH:19]=[CH:18][C:17]([OH:20])=[CH:16][CH:15]=1)[C:7]1[CH:8]=[CH:9][C:10]([OH:13])=[CH:11][CH:12]=1)[CH2:2][CH2:3][CH3:4]. The catalyst class is: 242.